From a dataset of NCI-60 drug combinations with 297,098 pairs across 59 cell lines. Regression. Given two drug SMILES strings and cell line genomic features, predict the synergy score measuring deviation from expected non-interaction effect. (1) Drug 1: CCC(=C(C1=CC=CC=C1)C2=CC=C(C=C2)OCCN(C)C)C3=CC=CC=C3.C(C(=O)O)C(CC(=O)O)(C(=O)O)O. Drug 2: COC1=NC(=NC2=C1N=CN2C3C(C(C(O3)CO)O)O)N. Cell line: 786-0. Synergy scores: CSS=6.55, Synergy_ZIP=-5.97, Synergy_Bliss=-2.76, Synergy_Loewe=-5.85, Synergy_HSA=-3.55. (2) Drug 1: CC1=C(C(CCC1)(C)C)C=CC(=CC=CC(=CC(=O)O)C)C. Drug 2: CN1C(=O)N2C=NC(=C2N=N1)C(=O)N. Cell line: UACC62. Synergy scores: CSS=4.19, Synergy_ZIP=-1.06, Synergy_Bliss=1.08, Synergy_Loewe=-1.90, Synergy_HSA=-0.0502. (3) Drug 1: CN(CC1=CN=C2C(=N1)C(=NC(=N2)N)N)C3=CC=C(C=C3)C(=O)NC(CCC(=O)O)C(=O)O. Drug 2: C1=NNC2=C1C(=O)NC=N2. Cell line: MCF7. Synergy scores: CSS=15.4, Synergy_ZIP=-0.810, Synergy_Bliss=-0.890, Synergy_Loewe=-28.6, Synergy_HSA=-0.677. (4) Drug 1: COC1=C(C=C2C(=C1)N=CN=C2NC3=CC(=C(C=C3)F)Cl)OCCCN4CCOCC4. Drug 2: C1=NC(=NC(=O)N1C2C(C(C(O2)CO)O)O)N. Cell line: HOP-62. Synergy scores: CSS=14.0, Synergy_ZIP=-1.96, Synergy_Bliss=2.54, Synergy_Loewe=2.87, Synergy_HSA=2.81. (5) Drug 1: CCC(=C(C1=CC=CC=C1)C2=CC=C(C=C2)OCCN(C)C)C3=CC=CC=C3.C(C(=O)O)C(CC(=O)O)(C(=O)O)O. Drug 2: CN1C(=O)N2C=NC(=C2N=N1)C(=O)N. Cell line: SF-539. Synergy scores: CSS=-5.96, Synergy_ZIP=3.87, Synergy_Bliss=4.99, Synergy_Loewe=-0.527, Synergy_HSA=-0.865. (6) Cell line: OVCAR3. Drug 2: C1=CC=C(C=C1)NC(=O)CCCCCCC(=O)NO. Synergy scores: CSS=14.3, Synergy_ZIP=-6.85, Synergy_Bliss=1.29, Synergy_Loewe=-0.770, Synergy_HSA=1.72. Drug 1: CC1C(C(CC(O1)OC2CC(CC3=C2C(=C4C(=C3O)C(=O)C5=C(C4=O)C(=CC=C5)OC)O)(C(=O)C)O)N)O.Cl. (7) Drug 1: C1=CN(C(=O)N=C1N)C2C(C(C(O2)CO)O)O.Cl. Drug 2: C1C(C(OC1N2C=NC3=C2NC=NCC3O)CO)O. Cell line: UO-31. Synergy scores: CSS=32.0, Synergy_ZIP=-8.52, Synergy_Bliss=2.22, Synergy_Loewe=-9.65, Synergy_HSA=1.74. (8) Drug 1: C1CN(CCN1C(=O)CCBr)C(=O)CCBr. Drug 2: C1CCC(C(C1)N)N.C(=O)(C(=O)[O-])[O-].[Pt+4]. Cell line: K-562. Synergy scores: CSS=45.5, Synergy_ZIP=-3.81, Synergy_Bliss=-0.273, Synergy_Loewe=-7.78, Synergy_HSA=2.47. (9) Drug 1: CCN(CC)CCCC(C)NC1=C2C=C(C=CC2=NC3=C1C=CC(=C3)Cl)OC. Drug 2: CN(C(=O)NC(C=O)C(C(C(CO)O)O)O)N=O. Cell line: RPMI-8226. Synergy scores: CSS=37.8, Synergy_ZIP=0.987, Synergy_Bliss=-2.04, Synergy_Loewe=-53.2, Synergy_HSA=-1.40.